Dataset: Experimentally validated miRNA-target interactions with 360,000+ pairs, plus equal number of negative samples. Task: Binary Classification. Given a miRNA mature sequence and a target amino acid sequence, predict their likelihood of interaction. (1) The miRNA is hsa-miR-3663-5p with sequence GCUGGUCUGCGUGGUGCUCGG. The protein sequence of the target gene is MQLFVRAQELHTFEVTGQETVAQIKAHVASLEGIAPEDQVVLLAGAPLEDEATLGQCGVEALTTLEVAGRMLGG. Result: 0 (no interaction). (2) The miRNA is hsa-miR-142-3p with sequence UGUAGUGUUUCCUACUUUAUGGA. The protein sequence of the target gene is MSGYQRRPGATPLSRARSLAIPDAPAFYERRSCLPQLNCERPHGRDLDSPFFGIRPAFMCYVPSPVLASVGDTDFGYGKGKCSKQSPSGAHGTHFGDDRFEDLEEANPFSFREFLKTKNLGLSKEDPASRIYAKEASRHSLGLDHNSPPSQTGGYGLEYQQPFFEDPTGAGDLLDEEEDEDTGWSGAYLPSAIEQTHPERVPAGTSPCSTYLSFFSTPSELAGPESLPSWALSDTDSRVSPASPAGSPSADFAVHGESLGDRHLRTLQISYDALKDENSKLRRKLNEVQSFSEAQTEMVR.... Result: 1 (interaction). (3) The miRNA is hsa-miR-8073 with sequence ACCUGGCAGCAGGGAGCGUCGU. The protein sequence of the target gene is MASPGKDNYRMKSYKNKALNPQEMRRRREEEGIQLRKQKREEQLFKRRNVYLPRNDESMLESPIQDPDISSTVPIPEEEVVTTDMVQMIFSNNADQQLTATQKFRKLLSKEPNPPIDQVIQKPGVVQRFVKFLERNENCTLQFEAAWALTNIASGTFLHTKVVIETGAVPIFIKLLNSEHEDVQEQAVWALGNIAGDNAECRDFVLNCEILPPLLELLTNSNRLTTTRNAVWALSNLCRGKNPPPNFSKVSPCLNVLSRLLFSSDPDVLADVCWALSYLSDGPNDKIQAVIDSGVCRRLV.... Result: 0 (no interaction). (4) The miRNA is hsa-let-7f-5p with sequence UGAGGUAGUAGAUUGUAUAGUU. The protein sequence of the target gene is MDPKRSQKESVLITGGSGYFGFRLGCALNQNGVHVILFDISSPAQTIPEGIKFIQGDIRHLSDVEKAFQDADVTCVFHIASYGMSGREQLNRNLIKEVNVRGTDNILQVCQRRRVPRLVYTSTFNVIFGGQVIRNGDESLPYLPLHLHPDHYSRTKSIAEQKVLEANATPLDRGDGVLRTCALRPAGIYGPGEQRHLPRIVSYIEKGLFKFVYGDPRSLVEFVHVDNLVQAHILASEALRADKGHIASGQPYFISDGRPVNNFEFFRPLVEGLGYTFPSTRLPLTLVYCFAFLTEMVHFI.... Result: 1 (interaction). (5) The miRNA is hsa-miR-4530 with sequence CCCAGCAGGACGGGAGCG. The protein sequence of the target gene is MEVQKEAQRIMTLSVWKMYHSRMQRGGLRLHRSLQLSLVMRSARELYLSAKVEALEPEVSLPAALPSDPRLHPPREAESTAETATPDGEHPFPEPMDTQEAPTAEETSACCAPRPAKVSRKRRSSSLSDGGDAGLVPSKKARLEEKEEEEGASSEVADRLQPPPAQAEGAFPNLARVLQRRFSGLLNCSPAAPPTAPPACEAKPACRPADSMLNVLVRAVVAF. Result: 1 (interaction).